Dataset: Reaction yield outcomes from USPTO patents with 853,638 reactions. Task: Predict the reaction yield, written as a fraction of the theoretical maximum amount of product (1.0 means a 100% yield; for example, 0.34 means a 34% yield). (1) The reactants are [Br:1][C:2]1[CH:19]=[C:18]([N+:20]([O-:22])=[O:21])[CH:17]=[C:16]([Br:23])[C:3]=1[O:4][C:5]1[CH:10]=[CH:9][C:8]([O:11]C)=[C:7]([CH:13]([CH3:15])[CH3:14])[CH:6]=1.B(Br)(Br)Br. The catalyst is ClCCl. The product is [Br:1][C:2]1[CH:19]=[C:18]([N+:20]([O-:22])=[O:21])[CH:17]=[C:16]([Br:23])[C:3]=1[O:4][C:5]1[CH:10]=[CH:9][C:8]([OH:11])=[C:7]([CH:13]([CH3:15])[CH3:14])[CH:6]=1. The yield is 1.10. (2) The catalyst is CC(O)C.Cl. The product is [CH3:46][N:33]([CH3:32])[CH2:34][CH2:35][CH2:36][NH:37][C:38]1[CH:43]=[CH:42][C:41]([NH:44][C:2]2[N:7]=[C:6]([C:8]3[C:9]([C:17]4[CH:18]=[C:19]([NH:23][C:24](=[O:31])[CH2:25][C:26]5[S:27][CH:28]=[CH:29][CH:30]=5)[CH:20]=[CH:21][CH:22]=4)=[N:10][N:11]4[CH:16]=[CH:15][CH:14]=[CH:13][C:12]=34)[CH:5]=[CH:4][N:3]=2)=[CH:40][C:39]=1[F:45]. The yield is 0.360. The reactants are Cl[C:2]1[N:7]=[C:6]([C:8]2[C:9]([C:17]3[CH:18]=[C:19]([NH:23][C:24](=[O:31])[CH2:25][C:26]4[S:27][CH:28]=[CH:29][CH:30]=4)[CH:20]=[CH:21][CH:22]=3)=[N:10][N:11]3[CH:16]=[CH:15][CH:14]=[CH:13][C:12]=23)[CH:5]=[CH:4][N:3]=1.[CH3:32][N:33]([CH3:46])[CH2:34][CH2:35][CH2:36][NH:37][C:38]1[CH:43]=[CH:42][C:41]([NH2:44])=[CH:40][C:39]=1[F:45]. (3) The reactants are Cl.[Cl:2][C:3]1[CH:12]=[C:11]([CH2:13][S:14][C:15]2[CH:21]=[CH:20][CH:19]=[CH:18][C:16]=2[NH2:17])[C:6]2[O:7][CH2:8][O:9][CH2:10][C:5]=2[CH:4]=1.[CH3:22][C:23]([CH3:28])([CH3:27])[C:24](Cl)=[O:25].C(O)C(N)(CO)CO. The catalyst is ClCCl.C(N(C(C)C)CC)(C)C.CN(C1C=CN=CC=1)C. The product is [Cl:2][C:3]1[CH:12]=[C:11]([CH2:13][S:14][C:15]2[CH:21]=[CH:20][CH:19]=[CH:18][C:16]=2[NH:17][C:24](=[O:25])[C:23]([CH3:28])([CH3:27])[CH3:22])[C:6]2[O:7][CH2:8][O:9][CH2:10][C:5]=2[CH:4]=1. The yield is 0.650. (4) The reactants are [F:1][C:2]1[CH:7]=[CH:6][C:5]([C:8]2[C:12]([CH2:13][O:14][C:15]3[CH:23]=[CH:22][C:18]([C:19]([OH:21])=O)=[CH:17][N:16]=3)=[C:11]([CH3:24])[O:10][N:9]=2)=[CH:4][CH:3]=1.[CH:25]([NH2:28])([CH3:27])[CH3:26]. No catalyst specified. The product is [F:1][C:2]1[CH:3]=[CH:4][C:5]([C:8]2[C:12]([CH2:13][O:14][C:15]3[CH:23]=[CH:22][C:18]([C:19]([NH:28][CH:25]([CH3:27])[CH3:26])=[O:21])=[CH:17][N:16]=3)=[C:11]([CH3:24])[O:10][N:9]=2)=[CH:6][CH:7]=1. The yield is 0.790. (5) The reactants are [CH3:1][N:2]([CH2:4][C:5]1[CH:10]=[CH:9][C:8]([CH:11]2[CH:20]([C:21]3[CH:26]=[CH:25][C:24]([CH:27]([CH3:29])[CH3:28])=[CH:23][CH:22]=3)[C:19](=O)[C:18]3[C:17]([C:31]([O:33]CC)=O)=[CH:16][CH:15]=[CH:14][C:13]=3[NH:12]2)=[CH:7][CH:6]=1)[CH3:3].O.[NH2:37][NH2:38]. The catalyst is CO. The product is [CH3:1][N:2]([CH2:4][C:5]1[CH:10]=[CH:9][C:8]([CH:11]2[NH:12][C:13]3[C:18]4[C:19](=[N:37][NH:38][C:31](=[O:33])[C:17]=4[CH:16]=[CH:15][CH:14]=3)[CH:20]2[C:21]2[CH:22]=[CH:23][C:24]([CH:27]([CH3:28])[CH3:29])=[CH:25][CH:26]=2)=[CH:7][CH:6]=1)[CH3:3]. The yield is 0.370. (6) The reactants are [C:1]([O:5][C:6](=[O:35])[NH:7][C:8]1[S:9][C:10]([CH:14]([C:16]2[C:24]3[C:19](=[N:20][CH:21]=[C:22]([Cl:25])[CH:23]=3)[N:18]([S:26]([C:29]3[CH:34]=[CH:33][CH:32]=[CH:31][CH:30]=3)(=[O:28])=[O:27])[CH:17]=2)O)=[C:11]([Cl:13])[N:12]=1)([CH3:4])([CH3:3])[CH3:2].C([SiH](CC)CC)C.FC(F)(F)C(O)=O. The catalyst is ClCCl. The product is [C:1]([O:5][C:6](=[O:35])[NH:7][C:8]1[S:9][C:10]([CH2:14][C:16]2[C:24]3[C:19](=[N:20][CH:21]=[C:22]([Cl:25])[CH:23]=3)[N:18]([S:26]([C:29]3[CH:34]=[CH:33][CH:32]=[CH:31][CH:30]=3)(=[O:27])=[O:28])[CH:17]=2)=[C:11]([Cl:13])[N:12]=1)([CH3:4])([CH3:2])[CH3:3]. The yield is 0.887. (7) The reactants are Br[C:2]1[N:10]=[CH:9][C:8]2[NH:7][C:6]3[N:11]=[CH:12][C:13]([C:15]4[CH:20]=[CH:19][C:18]([CH2:21][N:22]5[CH2:27][CH2:26][CH2:25][CH2:24][CH2:23]5)=[CH:17][CH:16]=4)=[CH:14][C:5]=3[C:4]=2[CH:3]=1.CNCCNC.[I-:34].[Na+]. The catalyst is O1CCOCC1.ClCCl.[Cu]I. The product is [I:34][C:2]1[N:10]=[CH:9][C:8]2[NH:7][C:6]3[N:11]=[CH:12][C:13]([C:15]4[CH:20]=[CH:19][C:18]([CH2:21][N:22]5[CH2:27][CH2:26][CH2:25][CH2:24][CH2:23]5)=[CH:17][CH:16]=4)=[CH:14][C:5]=3[C:4]=2[CH:3]=1. The yield is 1.00.